From a dataset of Reaction yield outcomes from USPTO patents with 853,638 reactions. Predict the reaction yield, written as a fraction of the theoretical maximum amount of product (1.0 means a 100% yield; for example, 0.34 means a 34% yield). (1) The reactants are [O:1]([C:8]1[CH:9]=[C:10]([N:14]([CH2:22][C:23]2[CH:24]=[C:25]([CH:30]=[CH:31][CH:32]=2)[C:26](OC)=[O:27])[CH2:15][CH:16]([OH:21])[C:17]([F:20])([F:19])[F:18])[CH:11]=[CH:12][CH:13]=1)[C:2]1[CH:7]=[CH:6][CH:5]=[CH:4][CH:3]=1.Cl.[CH3:34][NH:35][O:36][CH3:37].C([Mg]Cl)(C)C. The catalyst is O1CCCC1. The product is [CH3:37][O:36][N:35]([CH3:34])[C:26](=[O:27])[C:25]1[CH:30]=[CH:31][CH:32]=[C:23]([CH2:22][N:14]([C:10]2[CH:11]=[CH:12][CH:13]=[C:8]([O:1][C:2]3[CH:3]=[CH:4][CH:5]=[CH:6][CH:7]=3)[CH:9]=2)[CH2:15][CH:16]([OH:21])[C:17]([F:20])([F:18])[F:19])[CH:24]=1. The yield is 0.660. (2) The reactants are [CH2:1]([O:8][C:9]1[CH:14]=[CH:13][C:12](Br)=[C:11]([F:16])[CH:10]=1)[C:2]1[CH:7]=[CH:6][CH:5]=[CH:4][CH:3]=1.O1CCOCC1.[I-:23].[Na+].CNCCNC. The catalyst is [Cu](I)I.C(OCC)(=O)C.O. The product is [CH2:1]([O:8][C:9]1[CH:14]=[CH:13][C:12]([I:23])=[C:11]([F:16])[CH:10]=1)[C:2]1[CH:7]=[CH:6][CH:5]=[CH:4][CH:3]=1. The yield is 0.890. (3) The reactants are [CH2:1]([N:6]=[C:7]=[O:8])[CH2:2][CH2:3][CH2:4][CH3:5].[Br:9][C:10]1[CH:11]=[C:12](CN)[CH:13]=[CH:14][CH:15]=1.[CH2:18]([N:20](CC)CC)C. The catalyst is ClCCl. The product is [Br:9][C:10]1[CH:11]=[C:12]([N:20]([CH3:18])[C:7]([NH:6][CH2:1][CH2:2][CH2:3][CH2:4][CH3:5])=[O:8])[CH:13]=[CH:14][CH:15]=1. The yield is 0.930. (4) The product is [F:1][C:2]1[CH:7]=[C:6]([N:8]2[CH2:12][CH2:11][N:10]([CH3:35])[C:9]2=[O:13])[CH:5]=[CH:4][C:3]=1[N:14]1[CH:19]=[C:18]([O:20][CH3:21])[C:17](=[O:22])[C:16]([C:23]2[N:27]([C:28]3[CH:29]=[CH:30][CH:31]=[CH:32][CH:33]=3)[N:26]=[CH:25][CH:24]=2)=[N:15]1. The reactants are [F:1][C:2]1[CH:7]=[C:6]([N:8]2[CH2:12][CH2:11][NH:10][C:9]2=[O:13])[CH:5]=[CH:4][C:3]=1[N:14]1[CH:19]=[C:18]([O:20][CH3:21])[C:17](=[O:22])[C:16]([C:23]2[N:27]([C:28]3[CH:33]=[CH:32][CH:31]=[CH:30][CH:29]=3)[N:26]=[CH:25][CH:24]=2)=[N:15]1.I[CH3:35].[H-].[Na+]. The catalyst is CN(C=O)C. The yield is 0.590.